Task: Predict which catalyst facilitates the given reaction.. Dataset: Catalyst prediction with 721,799 reactions and 888 catalyst types from USPTO (1) Product: [C:1]([O:5][C:6]([N:8]1[CH2:12][C@H:11]([O:13][Si:14]([C:17]([CH3:20])([CH3:19])[CH3:18])([CH3:16])[CH3:15])[CH2:10][C@H:9]1[CH2:21][O:22][C:30](=[O:31])[C:29]1[CH:28]=[CH:27][C:26]([N+:23]([O-:25])=[O:24])=[CH:34][CH:33]=1)=[O:7])([CH3:4])([CH3:3])[CH3:2]. Reactant: [C:1]([O:5][C:6]([N:8]1[CH2:12][C@H:11]([O:13][Si:14]([C:17]([CH3:20])([CH3:19])[CH3:18])([CH3:16])[CH3:15])[CH2:10][C@H:9]1[CH2:21][OH:22])=[O:7])([CH3:4])([CH3:3])[CH3:2].[N+:23]([C:26]1[CH:34]=[CH:33][C:29]([C:30](O)=[O:31])=[CH:28][CH:27]=1)([O-:25])=[O:24].C1(N=C=NC2CCCCC2)CCCCC1. The catalyst class is: 112. (2) Reactant: C([O-])([O-])=O.[Na+].[Na+].C1(PC2C=CC=CC=2)C=CC=CC=1.[S:20]1[C:24]2[CH:25]=[CH:26][CH:27]=[CH:28][C:23]=2[N:22]=[C:21]1[NH2:29].Cl[C:31]1[N:36]=[CH:35][C:34]([O:37][C:38]2[C:39]([CH:44]3[CH2:49][CH2:48][N:47]([C:50](=[O:52])[CH3:51])[CH2:46][CH2:45]3)=[N:40][CH:41]=[CH:42][N:43]=2)=[CH:33][CH:32]=1. Product: [S:20]1[C:24]2[CH:25]=[CH:26][CH:27]=[CH:28][C:23]=2[N:22]=[C:21]1[NH:29][C:31]1[N:36]=[CH:35][C:34]([O:37][C:38]2[C:39]([CH:44]3[CH2:45][CH2:46][N:47]([C:50](=[O:52])[CH3:51])[CH2:48][CH2:49]3)=[N:40][CH:41]=[CH:42][N:43]=2)=[CH:33][CH:32]=1. The catalyst class is: 187. (3) Reactant: [F:1][C:2]([F:31])([F:30])[C:3]1[CH:29]=[CH:28][C:6]([C:7]([C:9]2[CH:14]=[CH:13][N:12]=[CH:11][C:10]=2[CH2:15][CH2:16][N:17]2C(=O)C3C(=CC=CC=3)C2=O)=O)=[CH:5][CH:4]=1.O.NN. Product: [F:1][C:2]([F:31])([F:30])[C:3]1[CH:29]=[CH:28][C:6]([C:7]2[C:9]3[C:10](=[CH:11][N:12]=[CH:13][CH:14]=3)[CH2:15][CH2:16][N:17]=2)=[CH:5][CH:4]=1. The catalyst class is: 14. (4) Reactant: [Br:1][C:2]1[CH:3]=[CH:4][CH:5]=[C:6]2[C:11]=1[N:10]=[CH:9][CH:8]=[CH:7]2.[N+:12]([O-])([OH:14])=[O:13]. Product: [Br:1][C:2]1[CH:3]=[CH:4][C:5]([N+:12]([O-:14])=[O:13])=[C:6]2[C:11]=1[N:10]=[CH:9][CH:8]=[CH:7]2. The catalyst class is: 65.